This data is from Forward reaction prediction with 1.9M reactions from USPTO patents (1976-2016). The task is: Predict the product of the given reaction. (1) Given the reactants [NH:1]1[C:10]2[C:5](=[CH:6][CH:7]=[CH:8][CH:9]=2)[CH2:4][CH2:3][C:2]1=[O:11].C([C:14]([O:16][CH2:17][CH3:18])=[O:15])#N.[CH:19]([N-]C(C)C)(C)C.[Li+], predict the reaction product. The product is: [CH3:19][N:1]1[C:10]2[C:5](=[CH:6][CH:7]=[CH:8][CH:9]=2)[CH2:4][CH:3]([C:14]([O:16][CH2:17][CH3:18])=[O:15])[C:2]1=[O:11]. (2) Given the reactants [F:1][C:2]1[CH:3]=[C:4]([CH:20]=[CH:21][C:22]=1[NH:23][C:24]([NH:26][C:27]1[CH:32]=[C:31]([CH3:33])[CH:30]=[CH:29][C:28]=1[F:34])=[O:25])[O:5][C:6]1[CH:11]=[CH:10][N:9]=[C:8]([C:12]2[NH:16][CH:15]=[C:14]([C:17](O)=[O:18])[CH:13]=2)[CH:7]=1.CN(C(ON1N=NC2C=CC=NC1=2)=[N+](C)C)C.F[P-](F)(F)(F)(F)F.C(N(CC)C(C)C)(C)C.[N:68]1([C:74]([O:76][C:77]([CH3:80])([CH3:79])[CH3:78])=[O:75])[CH2:73][CH2:72][NH:71][CH2:70][CH2:69]1.Cl, predict the reaction product. The product is: [F:1][C:2]1[CH:3]=[C:4]([CH:20]=[CH:21][C:22]=1[NH:23][C:24]([NH:26][C:27]1[CH:32]=[C:31]([CH3:33])[CH:30]=[CH:29][C:28]=1[F:34])=[O:25])[O:5][C:6]1[CH:11]=[CH:10][N:9]=[C:8]([C:12]2[NH:16][CH:15]=[C:14]([C:17]([N:71]3[CH2:72][CH2:73][N:68]([C:74]([O:76][C:77]([CH3:80])([CH3:79])[CH3:78])=[O:75])[CH2:69][CH2:70]3)=[O:18])[CH:13]=2)[CH:7]=1. (3) Given the reactants [C:1]1([CH3:9])[CH:6]=[CH:5][C:4]([NH:7][NH2:8])=[CH:3][CH:2]=1.[CH2:10]([O:12][C:13](=[O:21])[CH:14]([C:18](=O)[CH3:19])[C:15](=O)[CH3:16])[CH3:11].N1C=CC=CC=1, predict the reaction product. The product is: [CH2:10]([O:12][C:13]([C:14]1[C:15]([CH3:16])=[N:8][N:7]([C:4]2[CH:5]=[CH:6][C:1]([CH3:9])=[CH:2][CH:3]=2)[C:18]=1[CH3:19])=[O:21])[CH3:11]. (4) The product is: [ClH:74].[NH2:8][CH2:9][C@H:10]1[CH2:15][CH2:14][C@H:13]([C:16]([NH:18][CH:19]([CH2:43][C:44]2[CH:45]=[CH:46][C:47]([C:50]3[CH:55]=[CH:54][C:53]([C:56](=[O:72])[NH:57][C@H:58]4[CH2:63][CH2:62][C@H:61]([OH:64])[CH2:60][CH2:59]4)=[CH:52][C:51]=3[CH3:73])=[CH:48][CH:49]=2)[C:20]([NH:22][C:23]2[CH:24]=[CH:25][C:26]([C:29]3[NH:30][C:31]([C:34]([F:41])([F:42])[C:35]([F:39])([F:40])[C:36]([OH:38])=[O:37])=[N:32][N:33]=3)=[CH:27][CH:28]=2)=[O:21])=[O:17])[CH2:12][CH2:11]1. Given the reactants C(OC([NH:8][CH2:9][C@H:10]1[CH2:15][CH2:14][C@H:13]([C:16]([NH:18][C@@H:19]([CH2:43][C:44]2[CH:49]=[CH:48][C:47]([C:50]3[CH:55]=[CH:54][C:53]([C:56](=[O:72])[NH:57][C@H:58]4[CH2:63][CH2:62][C@H:61]([O:64][Si](C(C)(C)C)(C)C)[CH2:60][CH2:59]4)=[CH:52][C:51]=3[CH3:73])=[CH:46][CH:45]=2)[C:20]([NH:22][C:23]2[CH:28]=[CH:27][C:26]([C:29]3[NH:30][C:31]([C:34]([F:42])([F:41])[C:35]([F:40])([F:39])[C:36]([OH:38])=[O:37])=[N:32][N:33]=3)=[CH:25][CH:24]=2)=[O:21])=[O:17])[CH2:12][CH2:11]1)=O)(C)(C)C.[ClH:74].C(#N)C, predict the reaction product. (5) Given the reactants O.[CH3:2][C@H:3]1[N:8]([CH2:9][C:10]([F:13])([F:12])[F:11])[C:7](=[O:14])[C@@H:6]([NH:15][C:16]([C:18]2[CH:19]=[C:20]3[CH2:35][C@@:25]4([C:33]5[C:28](=[N:29][CH:30]=[CH:31][CH:32]=5)[NH:27][C:26]4=[O:34])[CH2:24][C:21]3=[N:22][CH:23]=2)=[O:17])[CH2:5][C@H:4]1[C:36]1[C:41]([F:42])=[CH:40][CH:39]=[C:38]([F:43])[C:37]=1[F:44], predict the reaction product. The product is: [C:7](#[N:8])[CH3:6].[CH3:2][C@H:3]1[N:8]([CH2:9][C:10]([F:11])([F:12])[F:13])[C:7](=[O:14])[C@@H:6]([NH:15][C:16]([C:18]2[CH:19]=[C:20]3[CH2:35][C@@:25]4([C:33]5[C:28](=[N:29][CH:30]=[CH:31][CH:32]=5)[NH:27][C:26]4=[O:34])[CH2:24][C:21]3=[N:22][CH:23]=2)=[O:17])[CH2:5][C@H:4]1[C:36]1[C:41]([F:42])=[CH:40][CH:39]=[C:38]([F:43])[C:37]=1[F:44]. (6) Given the reactants [H-].[Na+].[F:3][C:4]([F:25])([F:24])[C:5]1[C:13]2[C:8](=[CH:9][CH:10]=[CH:11][C:12]=2[C:14]2[CH:15]=[N:16][C:17]3[C:22]([CH:23]=2)=[CH:21][CH:20]=[CH:19][CH:18]=3)[NH:7][N:6]=1.[Br:26][C:27]1[CH:34]=[C:33](F)[CH:32]=[CH:31][C:28]=1[C:29]#[N:30].[Cl-].[Na+], predict the reaction product. The product is: [Br:26][C:27]1[CH:34]=[C:33]([N:7]2[C:8]3[C:13](=[C:12]([C:14]4[CH:15]=[N:16][C:17]5[C:22]([CH:23]=4)=[CH:21][CH:20]=[CH:19][CH:18]=5)[CH:11]=[CH:10][CH:9]=3)[C:5]([C:4]([F:3])([F:24])[F:25])=[N:6]2)[CH:32]=[CH:31][C:28]=1[C:29]#[N:30]. (7) The product is: [Cl:1][C:2]1[CH:11]=[CH:10][C:5]([C:6]2[NH:28][C:19]([NH:20][C:21]3[CH:26]=[CH:25][C:24]([OH:27])=[CH:23][CH:22]=3)=[N:9][N:8]=2)=[CH:4][C:3]=1[C:12]([F:15])([F:14])[F:13]. Given the reactants [Cl:1][C:2]1[CH:11]=[CH:10][C:5]([C:6]([NH:8][NH2:9])=O)=[CH:4][C:3]=1[C:12]([F:15])([F:14])[F:13].I.CS[C:19](=[NH:28])[NH:20][C:21]1[CH:26]=[CH:25][C:24]([OH:27])=[CH:23][CH:22]=1, predict the reaction product. (8) The product is: [C:26]([C:11]1[C:10]2[C:14](=[CH:15][C:7]([O:6][CH3:5])=[CH:8][CH:9]=2)[N:13]([C:16]2[C:25]3[C:20](=[CH:21][CH:22]=[CH:23][CH:24]=3)[N:19]=[CH:18][CH:17]=2)[CH:12]=1)([OH:28])=[O:27]. Given the reactants O.[OH-].[Li+].O.[CH3:5][O:6][C:7]1[CH:15]=[C:14]2[C:10]([C:11]([C:26]([O:28]C)=[O:27])=[CH:12][N:13]2[C:16]2[C:25]3[C:20](=[CH:21][CH:22]=[CH:23][CH:24]=3)[N:19]=[CH:18][CH:17]=2)=[CH:9][CH:8]=1.Cl, predict the reaction product. (9) Given the reactants [SH2:1].[CH3:2][O:3][C:4](=[O:31])[CH2:5][N:6]1[C:14]2[C:9](=[CH:10][C:11]([O:15][CH2:16][CH2:17][CH2:18][O:19][C:20]3[CH:25]=[CH:24][C:23]([C:26]#[N:27])=[CH:22][C:21]=3[CH2:28][CH2:29][CH3:30])=[CH:12][CH:13]=2)[CH:8]=[CH:7]1.C(NCC)C, predict the reaction product. The product is: [CH3:2][O:3][C:4](=[O:31])[CH2:5][N:6]1[C:14]2[C:9](=[CH:10][C:11]([O:15][CH2:16][CH2:17][CH2:18][O:19][C:20]3[CH:25]=[CH:24][C:23]([C:26]([NH2:27])=[S:1])=[CH:22][C:21]=3[CH2:28][CH2:29][CH3:30])=[CH:12][CH:13]=2)[CH:8]=[CH:7]1.